Dataset: Reaction yield outcomes from USPTO patents with 853,638 reactions. Task: Predict the reaction yield, written as a fraction of the theoretical maximum amount of product (1.0 means a 100% yield; for example, 0.34 means a 34% yield). (1) The reactants are Br[C:2]1[CH:3]=[C:4]2[C:8](=[CH:9][CH:10]=1)[C:7](=[O:11])[CH2:6][CH2:5]2.C([O-])([O-])=O.[K+].[K+].[C:18]1(C)C=CC=C[CH:19]=1. The catalyst is C1C=CC([P]([Pd]([P](C2C=CC=CC=2)(C2C=CC=CC=2)C2C=CC=CC=2)([P](C2C=CC=CC=2)(C2C=CC=CC=2)C2C=CC=CC=2)[P](C2C=CC=CC=2)(C2C=CC=CC=2)C2C=CC=CC=2)(C2C=CC=CC=2)C2C=CC=CC=2)=CC=1. The product is [CH:18]([C:2]1[CH:3]=[C:4]2[C:8](=[CH:9][CH:10]=1)[C:7](=[O:11])[CH2:6][CH2:5]2)=[CH2:19]. The yield is 0.480. (2) The reactants are Br[C:2]1[CH:3]=[C:4]([C:9]([C:11]2[C:16]([CH:17]([CH3:19])[CH3:18])=[C:15]([O:20][CH3:21])[N:14]=[C:13]([O:22][CH3:23])[N:12]=2)=[O:10])[CH:5]=[C:6]([CH3:8])[CH:7]=1.C([O-])(=O)C.[Na+].[C:29](#[N:32])[CH:30]=[CH2:31].CCOCC. The catalyst is CN(C=O)C.C([O-])(=O)C.[Pd+2].C([O-])(=O)C.C1C=CC([P]([Pd]([P](C2C=CC=CC=2)(C2C=CC=CC=2)C2C=CC=CC=2)([P](C2C=CC=CC=2)(C2C=CC=CC=2)C2C=CC=CC=2)[P](C2C=CC=CC=2)(C2C=CC=CC=2)C2C=CC=CC=2)(C2C=CC=CC=2)C2C=CC=CC=2)=CC=1.C(OCC)(=O)C. The product is [CH:17]([C:16]1[C:11]([C:9]([C:4]2[CH:3]=[C:2]([CH:31]=[CH:30][C:29]#[N:32])[CH:7]=[C:6]([CH3:8])[CH:5]=2)=[O:10])=[N:12][C:13]([O:22][CH3:23])=[N:14][C:15]=1[O:20][CH3:21])([CH3:19])[CH3:18]. The yield is 0.170. (3) The reactants are [CH:1]1[C:6](=[O:7])[C:5]([OH:8])=[CH:4]O[C:2]=1[CH2:9][OH:10].[NH2:11][C:12]1[CH:17]=[CH:16][CH:15]=[CH:14][CH:13]=1. The catalyst is Cl. The product is [OH:8][C:5]1[C:6](=[O:7])[CH:1]=[C:2]([CH2:9][OH:10])[N:11]([C:12]2[CH:17]=[CH:16][CH:15]=[CH:14][CH:13]=2)[CH:4]=1. The yield is 0.490. (4) The catalyst is C1(C)C(C)=CC=CC=1. The yield is 0.780. The reactants are [C:1]1([P:7]([C:14]2[CH:19]=[CH:18][CH:17]=[CH:16][CH:15]=2)[C:8]2[CH:13]=[CH:12][CH:11]=[CH:10][CH:9]=2)[CH:6]=[CH:5][CH:4]=[CH:3][CH:2]=1.[Br:20][CH2:21][CH2:22][CH2:23][CH2:24][C:25]([NH:27][S:28]([CH3:31])(=[O:30])=[O:29])=[O:26].C(OCC)(=O)C.CC(C)=O.C(OCC)(=O)C. The product is [Br-:20].[CH3:31][S:28]([NH:27][C:25](=[O:26])[CH2:24][CH2:23][CH2:22][CH2:21][P+:7]([C:1]1[CH:2]=[CH:3][CH:4]=[CH:5][CH:6]=1)([C:8]1[CH:13]=[CH:12][CH:11]=[CH:10][CH:9]=1)[C:14]1[CH:15]=[CH:16][CH:17]=[CH:18][CH:19]=1)(=[O:30])=[O:29]. (5) The reactants are [Br:1][C:2]1[CH:3]=[C:4]([C:8]2([C:16]3[CH:21]=[CH:20][CH:19]=[C:18]([OH:22])[CH:17]=3)[NH:12][C:11](=[S:13])[N:10]([CH3:14])[C:9]2=[O:15])[CH:5]=[CH:6][CH:7]=1.[CH2:23]([S:25](Cl)(=[O:27])=[O:26])[CH3:24]. No catalyst specified. The product is [CH2:23]([S:25]([O:22][C:18]1[CH:19]=[CH:20][CH:21]=[C:16]([C:8]2([C:4]3[CH:5]=[CH:6][CH:7]=[C:2]([Br:1])[CH:3]=3)[C:9](=[O:15])[N:10]([CH3:14])[C:11](=[S:13])[NH:12]2)[CH:17]=1)(=[O:27])=[O:26])[CH3:24]. The yield is 0.880.